This data is from Full USPTO retrosynthesis dataset with 1.9M reactions from patents (1976-2016). The task is: Predict the reactants needed to synthesize the given product. (1) Given the product [C:11]([C:7]1[C:6](=[O:15])[C:5]([C:1]([CH3:4])([CH3:3])[CH3:2])=[CH:10][C:9](=[O:16])[CH:8]=1)([CH3:14])([CH3:13])[CH3:12], predict the reactants needed to synthesize it. The reactants are: [C:1]([C:5]1[CH:10]=[CH:9][CH:8]=[C:7]([C:11]([CH3:14])([CH3:13])[CH3:12])[C:6]=1[OH:15])([CH3:4])([CH3:3])[CH3:2].[OH:16]O. (2) The reactants are: Cl[C:2]1[N:7]=[C:6]([O:8][C:9]2[C:18]3[C:13](=[CH:14][CH:15]=[CH:16][CH:17]=3)[C:12]([NH:19][C:20]([NH:22][C:23]3[N:27]([C:28]4[CH:33]=[CH:32][CH:31]=[C:30]([CH2:34][P:35]([CH3:38])([CH3:37])=[O:36])[CH:29]=4)[N:26]=[C:25]([CH:39]([CH3:41])[CH3:40])[CH:24]=3)=[O:21])=[CH:11][CH:10]=2)[CH:5]=[CH:4][N:3]=1.[CH3:42][S:43]([C:46]1[CH:47]=[C:48]([CH:50]=[C:51]([O:53][CH2:54][CH2:55][N:56]2[CH2:61][CH2:60][O:59][CH2:58][CH2:57]2)[CH:52]=1)[NH2:49])(=[O:45])=[O:44].C([O-])(O)=O.[Na+]. Given the product [CH3:37][P:35]([CH2:34][C:30]1[CH:29]=[C:28]([N:27]2[C:23]([NH:22][C:20]([NH:19][C:12]3[C:13]4[C:18](=[CH:17][CH:16]=[CH:15][CH:14]=4)[C:9]([O:8][C:6]4[CH:5]=[CH:4][N:3]=[C:2]([NH:49][C:48]5[CH:50]=[C:51]([O:53][CH2:54][CH2:55][N:56]6[CH2:57][CH2:58][O:59][CH2:60][CH2:61]6)[CH:52]=[C:46]([S:43]([CH3:42])(=[O:45])=[O:44])[CH:47]=5)[N:7]=4)=[CH:10][CH:11]=3)=[O:21])=[CH:24][C:25]([CH:39]([CH3:41])[CH3:40])=[N:26]2)[CH:33]=[CH:32][CH:31]=1)([CH3:38])=[O:36], predict the reactants needed to synthesize it. (3) Given the product [OH:1][C:2]12[NH:23][N:22]=[C:8]([C:9]([F:12])([F:11])[F:10])[CH:7]1[CH2:6][CH2:5][N:4]([C:14]([O:16][C:17]([CH3:20])([CH3:19])[CH3:18])=[O:15])[CH2:3]2, predict the reactants needed to synthesize it. The reactants are: [O:1]=[C:2]1[CH:7]([C:8](=O)[C:9]([F:12])([F:11])[F:10])[CH2:6][CH2:5][N:4]([C:14]([O:16][C:17]([CH3:20])([CH3:19])[CH3:18])=[O:15])[CH2:3]1.O.[NH2:22][NH2:23]. (4) Given the product [OH:60][C@@H:58]([CH3:59])[C@H:57]([NH:56][C:16]([C:15]1[C:14]2[C:9](=[CH:10][CH:11]=[CH:12][CH:13]=2)[N:8]=[C:7]([C:19]2[CH:20]=[CH:21][CH:22]=[CH:23][CH:24]=2)[C:6]=1[NH:5][S:2]([CH3:1])(=[O:3])=[O:4])=[O:18])[C:61]1[CH:62]=[CH:63][CH:64]=[CH:65][CH:66]=1, predict the reactants needed to synthesize it. The reactants are: [CH3:1][S:2]([NH:5][C:6]1[C:7]([C:19]2[CH:24]=[CH:23][CH:22]=[CH:21][CH:20]=2)=[N:8][C:9]2[C:14]([C:15]=1[C:16]([OH:18])=O)=[CH:13][CH:12]=[CH:11][CH:10]=2)(=[O:4])=[O:3].C1C=C2N=NN(O)C2=CC=1.O.CN1CCOCC1.CCN=C=NCCCN(C)C.Cl.Cl.[NH2:56][C@H:57]([C:61]1[CH:66]=[CH:65][CH:64]=[CH:63][CH:62]=1)[C@@H:58]([OH:60])[CH3:59].